From a dataset of Peptide-MHC class II binding affinity with 134,281 pairs from IEDB. Regression. Given a peptide amino acid sequence and an MHC pseudo amino acid sequence, predict their binding affinity value. This is MHC class II binding data. (1) The peptide sequence is AQGPKATFEAMYLGT. The MHC is DRB5_0101 with pseudo-sequence DRB5_0101. The binding affinity (normalized) is 0.174. (2) The peptide sequence is WFVRNPFFAVTALTI. The MHC is HLA-DQA10201-DQB10402 with pseudo-sequence HLA-DQA10201-DQB10402. The binding affinity (normalized) is 0.433. (3) The peptide sequence is ISRRDQRGSGQVVTY. The MHC is DRB3_0202 with pseudo-sequence DRB3_0202. The binding affinity (normalized) is 0.402. (4) The peptide sequence is WIILGLNKIVRM. The MHC is DRB1_1101 with pseudo-sequence DRB1_1101. The binding affinity (normalized) is 0.568.